From a dataset of Reaction yield outcomes from USPTO patents with 853,638 reactions. Predict the reaction yield, written as a fraction of the theoretical maximum amount of product (1.0 means a 100% yield; for example, 0.34 means a 34% yield). (1) The product is [Br:1][C:2]1[N:6]([CH3:16])[CH:5]=[C:4]([C:7]([O:9][CH2:10][CH3:11])=[O:8])[C:3]=1[CH3:12]. The reactants are [Br:1][C:2]1[NH:6][CH:5]=[C:4]([C:7]([O:9][CH2:10][CH3:11])=[O:8])[C:3]=1[CH3:12].[H-].[Na+].I[CH3:16]. The yield is 0.780. The catalyst is CN(C=O)C. (2) The reactants are CS(O[CH2:6][CH:7]1[O:11][C:10](=[O:12])[N:9]([CH:13]([CH3:15])[CH3:14])[CH2:8]1)(=O)=O.[C:16]1([CH:22]([N:29]2[CH2:34][CH2:33][NH:32][CH2:31][CH2:30]2)[C:23]2[CH:28]=[CH:27][CH:26]=[CH:25][CH:24]=2)[CH:21]=[CH:20][CH:19]=[CH:18][CH:17]=1. The catalyst is O1CCCC1. The product is [CH:22]([N:29]1[CH2:34][CH2:33][N:32]([CH2:6][CH:7]2[O:11][C:10](=[O:12])[N:9]([CH:13]([CH3:15])[CH3:14])[CH2:8]2)[CH2:31][CH2:30]1)([C:23]1[CH:28]=[CH:27][CH:26]=[CH:25][CH:24]=1)[C:16]1[CH:21]=[CH:20][CH:19]=[CH:18][CH:17]=1. The yield is 0.249. (3) The reactants are Cl.[NH2:2][CH:3]([CH:8]([OH:15])[C:9]1[CH:14]=[CH:13][CH:12]=[CH:11][CH:10]=1)[C:4]([O:6][CH3:7])=[O:5].CCN(C(C)C)C(C)C.[CH2:25]([O:32][C:33]([NH:35][C@@H:36]([CH2:40][C:41]1[CH:46]=[CH:45][C:44]([C:47]2[N:52]=[CH:51][C:50]([C:53]3[CH:58]=[CH:57][C:56]([O:59][CH2:60][CH2:61][CH2:62][CH2:63][CH2:64][CH2:65][CH3:66])=[CH:55][CH:54]=3)=[CH:49][N:48]=2)=[CH:43][CH:42]=1)[C:37](O)=[O:38])=[O:34])[C:26]1[CH:31]=[CH:30][CH:29]=[CH:28][CH:27]=1.CN(C(ON1N=NC2C=CC=NC1=2)=[N+](C)C)C.F[P-](F)(F)(F)(F)F. The catalyst is CN(C=O)C.C(Cl)Cl. The product is [CH2:25]([O:32][C:33]([NH:35][C@@H:36]([CH2:40][C:41]1[CH:46]=[CH:45][C:44]([C:47]2[N:48]=[CH:49][C:50]([C:53]3[CH:54]=[CH:55][C:56]([O:59][CH2:60][CH2:61][CH2:62][CH2:63][CH2:64][CH2:65][CH3:66])=[CH:57][CH:58]=3)=[CH:51][N:52]=2)=[CH:43][CH:42]=1)[C:37]([NH:2][CH:3]([CH:8]([OH:15])[C:9]1[CH:14]=[CH:13][CH:12]=[CH:11][CH:10]=1)[C:4]([O:6][CH3:7])=[O:5])=[O:38])=[O:34])[C:26]1[CH:27]=[CH:28][CH:29]=[CH:30][CH:31]=1. The yield is 0.760. (4) The reactants are C([O:8][C:9]1[C:14](=[O:15])[N:13]2[CH2:16][CH2:17][C:18](=[O:21])[N:19]([CH3:20])[C:12]2=[N:11][C:10]=1[C:22]([O:24][CH2:25][CH3:26])=[O:23])C1C=CC=CC=1.FC(F)(F)C(O)=O. The catalyst is C(OCC)(=O)C.CCCCCC. The product is [OH:8][C:9]1[C:14](=[O:15])[N:13]2[CH2:16][CH2:17][C:18](=[O:21])[N:19]([CH3:20])[C:12]2=[N:11][C:10]=1[C:22]([O:24][CH2:25][CH3:26])=[O:23]. The yield is 0.850. (5) The catalyst is CN(C)C=O.O. The product is [CH2:21]([S:28][C:2]1[C:11]([N+:12]([O-:14])=[O:13])=[CH:10][CH:9]=[CH:8][C:3]=1[C:4]([O:6][CH3:7])=[O:5])[C:22]1[CH:27]=[CH:26][CH:25]=[CH:24][CH:23]=1. The yield is 0.970. The reactants are Cl[C:2]1[C:11]([N+:12]([O-:14])=[O:13])=[CH:10][CH:9]=[CH:8][C:3]=1[C:4]([O:6][CH3:7])=[O:5].C(=O)([O-])[O-].[K+].[K+].[CH2:21]([SH:28])[C:22]1[CH:27]=[CH:26][CH:25]=[CH:24][CH:23]=1. (6) The reactants are O[C:2]1[C:3]([C:11]2([CH2:32][OH:33])[C:19]3[C:14](=[CH:15][CH:16]=[CH:17][CH:18]=3)[N:13]([CH2:20][C:21]3[CH:30]=[CH:29][CH:28]=[CH:27][C:22]=3[C:23]([O:25][CH3:26])=[O:24])[C:12]2=[O:31])=[CH:4][C:5]2[O:9][CH2:8][O:7][C:6]=2[CH:10]=1.C1(CCN2C3C(=CC=CC=3)C(C3C(O)=CC4OCOC=4C=3)(CO)C2=O)CC1. No catalyst specified. The product is [O:31]=[C:12]1[C:11]2([C:3]3=[CH:4][C:5]4[O:9][CH2:8][O:7][C:6]=4[CH:10]=[C:2]3[O:33][CH2:32]2)[C:19]2[C:14](=[CH:15][CH:16]=[CH:17][CH:18]=2)[N:13]1[CH2:20][C:21]1[CH:30]=[CH:29][CH:28]=[CH:27][C:22]=1[C:23]([O:25][CH3:26])=[O:24]. The yield is 0.740.